Dataset: Forward reaction prediction with 1.9M reactions from USPTO patents (1976-2016). Task: Predict the product of the given reaction. (1) Given the reactants [C:1]([O:5][C:6]([N:8]([C@@H:20]1[CH2:24][CH2:23][N:22]([CH2:25][CH:26]2[CH2:30][CH2:29][CH2:28][CH2:27]2)[CH2:21]1)[C:9]1[N:14]=[CH:13][C:12](/[CH:15]=[CH:16]/[C:17](O)=[O:18])=[CH:11][CH:10]=1)=[O:7])([CH3:4])([CH3:3])[CH3:2].[O:31]1[CH2:36][CH2:35][CH2:34][CH2:33][CH:32]1[O:37][NH2:38].C1C=CC2N(O)N=NC=2C=1.CCN=C=NCCCN(C)C, predict the reaction product. The product is: [CH:26]1([CH2:25][N:22]2[CH2:23][CH2:24][C@@H:20]([N:8]([C:9]3[CH:10]=[CH:11][C:12](/[CH:15]=[CH:16]/[C:17](=[O:18])[NH:38][O:37][CH:32]4[CH2:33][CH2:34][CH2:35][CH2:36][O:31]4)=[CH:13][N:14]=3)[C:6](=[O:7])[O:5][C:1]([CH3:4])([CH3:3])[CH3:2])[CH2:21]2)[CH2:30][CH2:29][CH2:28][CH2:27]1. (2) Given the reactants [C:1]([N:5]([CH3:40])[C:6]([C:8]1[N:9]=[C:10]([C:27]2[CH2:32][CH2:31][N:30](C(OC(C)(C)C)=O)[CH2:29][CH:28]=2)[N:11]2[C:20]3[C:15](=[CH:16][C:17]([O:25][CH3:26])=[C:18]([CH2:21][CH:22]([CH3:24])[CH3:23])[CH:19]=3)[CH2:14][CH2:13][C:12]=12)=[O:7])([CH3:4])([CH3:3])[CH3:2].C(O)(C(F)(F)F)=O, predict the reaction product. The product is: [C:1]([N:5]([CH3:40])[C:6]([C:8]1[N:9]=[C:10]([C:27]2[CH2:32][CH2:31][NH:30][CH2:29][CH:28]=2)[N:11]2[C:20]3[C:15](=[CH:16][C:17]([O:25][CH3:26])=[C:18]([CH2:21][CH:22]([CH3:24])[CH3:23])[CH:19]=3)[CH2:14][CH2:13][C:12]=12)=[O:7])([CH3:2])([CH3:3])[CH3:4]. (3) Given the reactants [Cl:1][C:2]1[CH:7]=[CH:6][CH:5]=[CH:4][C:3]=1[CH2:8][NH:9][C:10]([C:12]1[CH:16]=[CH:15][NH:14][N:13]=1)=[O:11].Cl[C:18]([O:20][CH2:21][C:22]1[CH:27]=[CH:26][CH:25]=[CH:24][C:23]=1[Cl:28])=[O:19], predict the reaction product. The product is: [Cl:28][C:23]1[CH:24]=[CH:25][CH:26]=[CH:27][C:22]=1[CH2:21][O:20][C:18]([N:14]1[CH:15]=[CH:16][C:12]([C:10](=[O:11])[NH:9][CH2:8][C:3]2[CH:4]=[CH:5][CH:6]=[CH:7][C:2]=2[Cl:1])=[N:13]1)=[O:19]. (4) Given the reactants [CH3:1][O:2][C:3](=[O:15])[C:4]1[CH:9]=[CH:8][C:7]([NH:10][CH2:11][CH2:12][F:13])=[C:6]([NH2:14])[CH:5]=1.[NH2:16][C:17]1[S:18][C:19]2[CH:25]=[C:24]([O:26][C:27]([F:30])([F:29])[F:28])[CH:23]=[CH:22][C:20]=2[N:21]=1.[C:31](N1C=CN=C1)(N1C=CN=C1)=S.C(Cl)CCl, predict the reaction product. The product is: [CH3:1][O:2][C:3]([C:4]1[CH:9]=[CH:8][C:7]2[N:10]([CH2:11][CH2:12][F:13])[C:31]([NH:16][C:17]3[S:18][C:19]4[CH:25]=[C:24]([O:26][C:27]([F:30])([F:28])[F:29])[CH:23]=[CH:22][C:20]=4[N:21]=3)=[N:14][C:6]=2[CH:5]=1)=[O:15]. (5) Given the reactants C([O-])(=O)C.[Na+].[N+:6]([C:9]1[CH:17]=[CH:16][CH:15]=[C:14]2[C:10]=1[CH:11]=[N:12][NH:13]2)([O-:8])=[O:7].C(Cl)(Cl)Cl.[Br:22]Br, predict the reaction product. The product is: [Br:22][C:11]1[C:10]2[C:14](=[CH:15][CH:16]=[CH:17][C:9]=2[N+:6]([O-:8])=[O:7])[NH:13][N:12]=1. (6) Given the reactants C(O)(=O)C.[C:5]([O:8][C@H:9](/[CH:11]=[CH:12]\[C:13]([NH:15][C@@H:16]1[CH2:21][C@H:20]([CH3:22])[C@H:19]([CH2:23]/[CH:24]=[C:25](\[CH3:57])/[CH:26]=[CH:27]/[C@H:28]2[O:35][C@H:34]([CH2:36][C:37]([NH:39]/[N:40]=[C:41](/[C:43]3[CH:48]=[CH:47][C:46]([O:49][CH2:50][CH2:51][CH2:52][CH2:53][CH2:54][NH2:55])=[CH:45][CH:44]=3)\[CH3:42])=[O:38])[CH2:33][C@:30]3([O:32][CH2:31]3)[C@@H:29]2[OH:56])[O:18][C@@H:17]1[CH3:58])=[O:14])[CH3:10])(=[O:7])[CH3:6].[Br:59][CH2:60][C:61](ON1C(=O)CCC1=O)=[O:62].C(N(CC)C(C)C)(C)C.C(O[C@H](/C=C\C(N[C@@H]1C[C@H](C)[C@H](C/C=C(\C)/C=C/[C@H]2O[C@H](CNC(=O)CBr)C[C@]3(OC3)[C@@H]2O)O[C@@H]1C)=O)C)(=O)C, predict the reaction product. The product is: [C:5]([O:8][C@H:9](/[CH:11]=[CH:12]\[C:13]([NH:15][C@@H:16]1[CH2:21][C@H:20]([CH3:22])[C@H:19]([CH2:23]/[CH:24]=[C:25](\[CH3:57])/[CH:26]=[CH:27]/[C@H:28]2[O:35][C@H:34]([CH2:36][C:37]([NH:39]/[N:40]=[C:41](/[C:43]3[CH:44]=[CH:45][C:46]([O:49][CH2:50][CH2:51][CH2:52][CH2:53][CH2:54][NH:55][C:61](=[O:62])[CH2:60][Br:59])=[CH:47][CH:48]=3)\[CH3:42])=[O:38])[CH2:33][C@:30]3([O:32][CH2:31]3)[C@@H:29]2[OH:56])[O:18][C@@H:17]1[CH3:58])=[O:14])[CH3:10])(=[O:7])[CH3:6].